From a dataset of Full USPTO retrosynthesis dataset with 1.9M reactions from patents (1976-2016). Predict the reactants needed to synthesize the given product. (1) Given the product [F:23][C:24]([F:37])([F:36])[S:25]([NH:1][C:2]1[CH:15]=[CH:14][CH:13]=[CH:12][C:3]=1[CH2:4][N:5]1[CH2:10][CH2:9][CH2:8][O:7][C:6]1=[O:11])(=[O:27])=[O:26], predict the reactants needed to synthesize it. The reactants are: [NH2:1][C:2]1[CH:15]=[CH:14][CH:13]=[CH:12][C:3]=1[CH2:4][N:5]1[CH2:10][CH2:9][CH2:8][O:7][C:6]1=[O:11].C(N(CC)CC)C.[F:23][C:24]([F:37])([F:36])[S:25](O[S:25]([C:24]([F:37])([F:36])[F:23])(=[O:27])=[O:26])(=[O:27])=[O:26].O.Cl. (2) The reactants are: C[O:2][C:3]([C@@H:5]1[CH2:9][C@@H:8]([S:10]([C:13]2[CH:18]=[CH:17][C:16]([Br:19])=[CH:15][C:14]=2[C:20]([F:23])([F:22])[F:21])(=[O:12])=[O:11])[CH2:7][N:6]1[C:24]1[N:25]([CH:30]2[CH2:33][CH2:32][CH2:31]2)[N:26]=[C:27]([CH3:29])[CH:28]=1)=[O:4].[OH-].[Li+]. Given the product [Br:19][C:16]1[CH:17]=[CH:18][C:13]([S:10]([C@H:8]2[CH2:7][N:6]([C:24]3[N:25]([CH:30]4[CH2:33][CH2:32][CH2:31]4)[N:26]=[C:27]([CH3:29])[CH:28]=3)[C@H:5]([C:3]([OH:4])=[O:2])[CH2:9]2)(=[O:12])=[O:11])=[C:14]([C:20]([F:23])([F:21])[F:22])[CH:15]=1, predict the reactants needed to synthesize it. (3) Given the product [Cl:1][C:2]1[CH:3]=[C:4]([CH:14]=[CH:15][C:16]=1[C:17](=[O:32])[NH:18][C:19]1[CH:24]=[CH:23][C:22]([Cl:25])=[C:21]([C:26]2[CH:31]=[CH:30][CH:29]=[CH:28][N:27]=2)[CH:20]=1)[CH2:5][NH:6][C:7](=[O:13])[C:26]1[CH:31]=[CH:30][CH:29]=[CH:28][N:27]=1.[NH2:6][CH2:5][C:4]1[CH:14]=[CH:15][C:16]([C:17]([NH:18][C:19]2[CH:24]=[CH:23][C:22]([Cl:25])=[C:21]([C:26]3[CH:31]=[CH:30][CH:29]=[CH:28][N:27]=3)[CH:20]=2)=[O:32])=[C:2]([Cl:1])[CH:3]=1, predict the reactants needed to synthesize it. The reactants are: [Cl:1][C:2]1[CH:3]=[C:4]([CH:14]=[CH:15][C:16]=1[C:17](=[O:32])[NH:18][C:19]1[CH:24]=[CH:23][C:22]([Cl:25])=[C:21]([C:26]2[CH:31]=[CH:30][CH:29]=[CH:28][N:27]=2)[CH:20]=1)[CH2:5][NH:6][C:7](=[O:13])OC(C)(C)C.Cl. (4) Given the product [CH3:9][N:1]1[CH2:6][CH2:5][O:4][CH2:3][CH:2]1[CH2:7][OH:8], predict the reactants needed to synthesize it. The reactants are: [NH:1]1[CH2:6][CH2:5][O:4][CH2:3][CH:2]1[CH2:7][OH:8].[CH2:9]=O. (5) Given the product [N:4]1[CH:5]=[CH:6][CH:7]=[C:2]([O:1][C:15]2[CH:24]=[CH:23][C:18]([C:19]([O:21][CH3:22])=[O:20])=[CH:17][CH:16]=2)[CH:3]=1, predict the reactants needed to synthesize it. The reactants are: [OH:1][C:2]1[CH:3]=[N:4][CH:5]=[CH:6][CH:7]=1.C([O-])([O-])=O.[K+].[K+].F[C:15]1[CH:24]=[CH:23][C:18]([C:19]([O:21][CH3:22])=[O:20])=[CH:17][CH:16]=1.O. (6) Given the product [CH:14]([C:17]1[N:18]=[C:19]([C:22]([NH:1][C:2]2[C:7]([CH3:8])=[C:6]([O:9][CH3:10])[CH:5]=[CH:4][C:3]=2[C:11](=[O:12])[CH3:13])=[O:23])[S:20][CH:21]=1)([CH3:16])[CH3:15], predict the reactants needed to synthesize it. The reactants are: [NH2:1][C:2]1[C:7]([CH3:8])=[C:6]([O:9][CH3:10])[CH:5]=[CH:4][C:3]=1[C:11]([CH3:13])=[O:12].[CH:14]([C:17]1[N:18]=[C:19]([C:22](Cl)=[O:23])[S:20][CH:21]=1)([CH3:16])[CH3:15].